The task is: Predict the reaction yield, written as a fraction of the theoretical maximum amount of product (1.0 means a 100% yield; for example, 0.34 means a 34% yield).. This data is from Reaction yield outcomes from USPTO patents with 853,638 reactions. (1) The reactants are Br[C:2]1[CH:7]=[CH:6][C:5]([C:8]2[O:12][N:11]=[CH:10][C:9]=2[CH2:13][CH2:14][CH2:15][OH:16])=[CH:4][CH:3]=1.[Cu](C#N)[C:18]#[N:19].O1CCOCC1. The catalyst is [C-]#N.C([N+](CC)(CC)CC)C.C1C=CC(/C=C/C(/C=C/C2C=CC=CC=2)=O)=CC=1.C1C=CC(/C=C/C(/C=C/C2C=CC=CC=2)=O)=CC=1.C1C=CC(/C=C/C(/C=C/C2C=CC=CC=2)=O)=CC=1.[Pd].[Pd].C1(P(C2C=CC=CC=2)[C-]2C=CC=C2)C=CC=CC=1.[C-]1(P(C2C=CC=CC=2)C2C=CC=CC=2)C=CC=C1.[Fe+2].O. The product is [C:18]([C:2]1[CH:7]=[CH:6][C:5]([C:8]2[O:12][N:11]=[CH:10][C:9]=2[CH2:13][CH2:14][CH2:15][OH:16])=[CH:4][CH:3]=1)#[N:19]. The yield is 0.520. (2) The reactants are C(OC([N:8]1[CH2:13][CH2:12][C:11]([C:15]2[CH:20]=[CH:19][C:18]([Cl:21])=[CH:17][C:16]=2[Cl:22])([OH:14])[CH2:10][CH2:9]1)=O)(C)(C)C.FC(F)(F)C(O)=O. The catalyst is ClCCl. The product is [Cl:22][C:16]1[CH:17]=[C:18]([Cl:21])[CH:19]=[CH:20][C:15]=1[C:11]1([OH:14])[CH2:10][CH2:9][NH:8][CH2:13][CH2:12]1. The yield is 0.850. (3) The reactants are [F:1][C:2]([F:19])([F:18])[C:3]1[CH:12]=[C:11]([C:13]([F:16])([F:15])[F:14])[N:10]=[C:9]2[C:4]=1[CH:5]=[CH:6][C:7]([NH2:17])=[N:8]2.Br[CH2:21][C:22](=O)[C:23]([O:25][CH2:26][CH3:27])=[O:24]. The catalyst is CN(C)C=O.O. The product is [F:14][C:13]([F:16])([F:15])[C:11]1[CH:12]=[C:3]([C:2]([F:1])([F:18])[F:19])[C:4]2[CH:5]=[CH:6][C:7]3[N:8]([CH:21]=[C:22]([C:23]([O:25][CH2:26][CH3:27])=[O:24])[N:17]=3)[C:9]=2[N:10]=1. The yield is 0.327. (4) The reactants are N(C(OC(C)C)=O)=NC(OC(C)C)=O.[OH:15][C:16]1[CH:25]=[C:24]2[C:19]([C:20]([O:26][C:27]3[CH:28]=[C:29]4[C:33](=[CH:34][CH:35]=3)[NH:32][C:31]([CH3:36])=[CH:30]4)=[N:21][CH:22]=[N:23]2)=[CH:18][CH:17]=1.C1(P(C2C=CC=CC=2)C2C=CC=CC=2)C=CC=CC=1.[N:56]1([CH2:61][CH2:62][CH2:63]O)[CH2:60][CH2:59][CH2:58][CH2:57]1. The catalyst is C(Cl)Cl. The product is [CH3:36][C:31]1[NH:32][C:33]2[C:29]([CH:30]=1)=[CH:28][C:27]([O:26][C:20]1[C:19]3[C:24](=[CH:25][C:16]([O:15][CH2:63][CH2:62][CH2:61][N:56]4[CH2:60][CH2:59][CH2:58][CH2:57]4)=[CH:17][CH:18]=3)[N:23]=[CH:22][N:21]=1)=[CH:35][CH:34]=2. The yield is 0.350. (5) The yield is 0.400. The catalyst is C(Cl)Cl. The product is [C:8]1([C:14]2[N:19]=[C:18]([CH:20]3[CH2:21][CH2:22][N:23]([CH2:50][CH2:49][S:46]([CH3:45])(=[O:48])=[O:47])[CH2:24][CH2:25]3)[CH:17]=[CH:16][C:15]=2[NH:26][C:27]([C:29]2[NH:30][C:31]([C:34]#[N:35])=[CH:32][N:33]=2)=[O:28])[CH2:13][CH2:12][CH2:11][CH2:10][CH:9]=1. The reactants are FC(F)(F)C(O)=O.[C:8]1([C:14]2[N:19]=[C:18]([CH:20]3[CH2:25][CH2:24][NH:23][CH2:22][CH2:21]3)[CH:17]=[CH:16][C:15]=2[NH:26][C:27]([C:29]2[NH:30][C:31]([C:34]#[N:35])=[CH:32][N:33]=2)=[O:28])[CH2:13][CH2:12][CH2:11][CH2:10][CH:9]=1.CCN(C(C)C)C(C)C.[CH3:45][S:46]([CH2:49][CH2:50]OS(C)(=O)=O)(=[O:48])=[O:47]. (6) The reactants are [F:1][C:2]1[CH:3]=[N:4][C:5]2[C:10]([C:11]=1[CH:12]([OH:15])[CH2:13][OH:14])=[N:9][C:8]([O:16][CH3:17])=[CH:7][CH:6]=2.[S:18](Cl)([C:21]1[CH:27]=[CH:26][C:24]([CH3:25])=[CH:23][CH:22]=1)(=[O:20])=[O:19]. The catalyst is ClCCl.C(N(CC)CC)C.O.C(=O)(O)[O-].[Na+].C([Sn](=O)CCCC)CCC. The product is [CH3:25][C:24]1[CH:26]=[CH:27][C:21]([S:18]([O:14][CH2:13][CH:12]([C:11]2[C:10]3[C:5](=[CH:6][CH:7]=[C:8]([O:16][CH3:17])[N:9]=3)[N:4]=[CH:3][C:2]=2[F:1])[OH:15])(=[O:20])=[O:19])=[CH:22][CH:23]=1. The yield is 0.750. (7) The reactants are [Br:1][C:2]1[CH:15]=[C:14]2[C:5]([O:6][CH:7]3[C:12](C=O)([C:13]2=[O:16])[CH2:11][CH2:10][C:9](=[O:19])[CH2:8]3)=[CH:4][CH:3]=1.Cl. The catalyst is C(O)C. The product is [Br:1][C:2]1[CH:15]=[C:14]2[C:5]([O:6][C@@H:7]3[C@@H:12]([C:13]2=[O:16])[CH2:11][CH2:10][C:9](=[O:19])[CH2:8]3)=[CH:4][CH:3]=1.[Br:1][C:2]1[CH:15]=[C:14]2[C:5]([O:6][C@@H:7]3[C@H:12]([C:13]2=[O:16])[CH2:11][CH2:10][C:9](=[O:19])[CH2:8]3)=[CH:4][CH:3]=1. The yield is 0.670. (8) The reactants are Br[C:2]1[S:3][C:4]([CH3:7])=[N:5][N:6]=1.[CH:8]([C:10]1[CH:15]=[CH:14][C:13](B(O)O)=[CH:12][CH:11]=1)=[O:9].C([O-])([O-])=O.[Na+].[Na+].O. The catalyst is O1CCOCC1.C1C=CC([P]([Pd]([P](C2C=CC=CC=2)(C2C=CC=CC=2)C2C=CC=CC=2)([P](C2C=CC=CC=2)(C2C=CC=CC=2)C2C=CC=CC=2)[P](C2C=CC=CC=2)(C2C=CC=CC=2)C2C=CC=CC=2)(C2C=CC=CC=2)C2C=CC=CC=2)=CC=1.CCOC(C)=O. The product is [CH3:7][C:4]1[S:3][C:2]([C:13]2[CH:14]=[CH:15][C:10]([CH:8]=[O:9])=[CH:11][CH:12]=2)=[N:6][N:5]=1. The yield is 0.510. (9) The reactants are Br[C:2]1[CH:3]=[C:4]2[C:9](=[C:10]([O:12]COCC[Si](C)(C)C)[CH:11]=1)[N:8]=[CH:7][N:6](COCC[Si](C)(C)C)[C:5]2=[O:29].[CH3:30][O:31][CH2:32][C:33]1[CH:34]=[C:35](B(O)O)[CH:36]=[CH:37][CH:38]=1.C(=O)([O-])[O-].[K+].[K+]. The catalyst is CN(C)C=O.O.C1(P([C-]2C=CC=C2)C2C=CC=CC=2)C=CC=CC=1.[C-]1(P(C2C=CC=CC=2)C2C=CC=CC=2)C=CC=C1.[Fe+2].[Pd](Cl)Cl. The product is [OH:12][C:10]1[CH:11]=[C:2]([C:37]2[CH:36]=[CH:35][CH:34]=[C:33]([CH2:32][O:31][CH3:30])[CH:38]=2)[CH:3]=[C:4]2[C:9]=1[N:8]=[CH:7][NH:6][C:5]2=[O:29]. The yield is 0.580. (10) The reactants are I[C:2]1[CH:10]=[CH:9][CH:8]=[CH:7][C:3]=1[C:4]([OH:6])=[O:5].[NH2:11][C:12]1[CH:17]=[CH:16][CH:15]=[CH:14][CH:13]=1.C([O-])([O-])=O.[K+].[K+].Cl. The catalyst is [Cu]I.CCCCCC.CC(=O)OCC.CN(C=O)C.O. The product is [C:12]1([NH:11][C:2]2[CH:10]=[CH:9][CH:8]=[CH:7][C:3]=2[C:4]([OH:6])=[O:5])[CH:17]=[CH:16][CH:15]=[CH:14][CH:13]=1. The yield is 0.630.